Dataset: Forward reaction prediction with 1.9M reactions from USPTO patents (1976-2016). Task: Predict the product of the given reaction. (1) The product is: [OH:1][C:2]1[CH:3]=[C:4]([CH:5]=[CH:6][C:7]=1[OH:8])[CH:15]=[O:16]. Given the reactants [OH:1][C:2]1[CH:3]=[C:4](NCC(O)=O)[CH:5]=[CH:6][C:7]=1[OH:8].N1(S([O-])(=O)=O)C2C(=CC=CC=2)C(=O)[C:15]1=[O:16].[Na+].S(=O)(=O)(O)O.O=O, predict the reaction product. (2) Given the reactants [C:1]([C:3]1[CH:27]=[CH:26][C:6]([NH:7][CH2:8][CH2:9][CH2:10][N:11]2[CH2:17][CH:16]3[N:18](C(OC(C)(C)C)=[O:20])[CH:13]([CH2:14][CH2:15]3)[CH2:12]2)=[CH:5][CH:4]=1)#[N:2].C(O)(C(F)(F)F)=O, predict the reaction product. The product is: [NH4+:2].[OH-:20].[CH:16]12[NH:18][CH:13]([CH2:14][CH2:15]1)[CH2:12][N:11]([CH2:10][CH2:9][CH2:8][NH:7][C:6]1[CH:5]=[CH:4][C:3]([C:1]#[N:2])=[CH:27][CH:26]=1)[CH2:17]2. (3) Given the reactants Br[CH2:2][C:3]1[CH:8]=[CH:7][C:6]([C:9]([C:11]2[CH:16]=[CH:15][CH:14]=[C:13]([Cl:17])[CH:12]=2)=[O:10])=[CH:5][CH:4]=1.[NH:18]1[CH2:22][CH2:21][CH2:20][CH2:19]1.C(N(CC)CC)C, predict the reaction product. The product is: [Cl:17][C:13]1[CH:12]=[C:11]([C:9]([C:6]2[CH:7]=[CH:8][C:3]([CH2:2][N:18]3[CH2:22][CH2:21][CH2:20][CH2:19]3)=[CH:4][CH:5]=2)=[O:10])[CH:16]=[CH:15][CH:14]=1. (4) Given the reactants [CH2:1]([N:3]([CH3:48])[CH2:4][C:5]([N:7]1[C:15]2[C:10](=[CH:11][C:12]([O:46][CH3:47])=[C:13]([NH:16][C:17]3[N:30]4[C:21](=[N:22][C:23]5[C:28]([C:29]4=[O:31])=[C:27]([F:32])[CH:26]=[CH:25][CH:24]=5)[C:20]4[CH:33]=[CH:34][N:35]([S:36]([C:39]5[CH:44]=[CH:43][C:42]([CH3:45])=[CH:41][CH:40]=5)(=[O:38])=[O:37])[C:19]=4[N:18]=3)[CH:14]=2)[CH2:9][CH2:8]1)=[O:6])[CH3:2].[CH3:49][NH2:50], predict the reaction product. The product is: [CH2:1]([N:3]([CH3:48])[CH2:4][C:5]([N:7]1[C:15]2[C:10](=[CH:11][C:12]([O:46][CH3:47])=[C:13]([NH:16][C:17]3[N:30]=[C:21]([NH:22][C:23]4[CH:24]=[CH:25][CH:26]=[C:27]([F:32])[C:28]=4[C:29]([NH:50][CH3:49])=[O:31])[C:20]4[CH:33]=[CH:34][N:35]([S:36]([C:39]5[CH:44]=[CH:43][C:42]([CH3:45])=[CH:41][CH:40]=5)(=[O:37])=[O:38])[C:19]=4[N:18]=3)[CH:14]=2)[CH2:9][CH2:8]1)=[O:6])[CH3:2]. (5) Given the reactants C([O:3][C:4](=[O:50])[CH2:5][CH2:6][CH2:7][O:8][C:9]1[CH:14]=[CH:13][CH:12]=[C:11]([CH2:15][CH2:16][CH2:17][CH2:18][CH2:19][CH2:20][O:21][C:22]2[CH:27]=[C:26]([C:28]3[CH:33]=[CH:32][N:31]=[CH:30][CH:29]=3)[CH:25]=[C:24]([C:34]3[CH:42]=[CH:41][C:37]4[O:38][CH2:39][O:40][C:36]=4[CH:35]=3)[CH:23]=2)[C:10]=1[CH2:43][CH2:44][C:45]([O:47]CC)=[O:46])C.[OH-].[Na+], predict the reaction product. The product is: [O:38]1[C:37]2[CH:41]=[CH:42][C:34]([C:24]3[CH:23]=[C:22]([CH:27]=[C:26]([C:28]4[CH:29]=[CH:30][N:31]=[CH:32][CH:33]=4)[CH:25]=3)[O:21][CH2:20][CH2:19][CH2:18][CH2:17][CH2:16][CH2:15][C:11]3[C:10]([CH2:43][CH2:44][C:45]([OH:47])=[O:46])=[C:9]([CH:14]=[CH:13][CH:12]=3)[O:8][CH2:7][CH2:6][CH2:5][C:4]([OH:50])=[O:3])=[CH:35][C:36]=2[O:40][CH2:39]1. (6) Given the reactants [CH3:1][C:2]1[C:6]2[C:7](=[O:19])[N:8]([CH2:11][CH2:12][N:13]3[CH2:18][CH2:17][CH2:16][CH2:15][CH2:14]3)[CH2:9][CH2:10][C:5]=2[NH:4][C:3]=1[CH:20]=O.[F:22][C:23]1[CH:28]=[CH:27][CH:26]=[C:25]([F:29])[C:24]=1[C:30]1[CH:38]=[CH:37][CH:36]=[C:35]2[C:31]=1[CH2:32][C:33](=[O:39])[NH:34]2, predict the reaction product. The product is: [F:22][C:23]1[CH:28]=[CH:27][CH:26]=[C:25]([F:29])[C:24]=1[C:30]1[CH:38]=[CH:37][CH:36]=[C:35]2[C:31]=1[C:32](=[CH:20][C:3]1[NH:4][C:5]3[CH2:10][CH2:9][N:8]([CH2:11][CH2:12][N:13]4[CH2:14][CH2:15][CH2:16][CH2:17][CH2:18]4)[C:7](=[O:19])[C:6]=3[C:2]=1[CH3:1])[C:33](=[O:39])[NH:34]2. (7) Given the reactants C1C=CC(P([N:15]=[N+:16]=[N-:17])(C2C=CC=CC=2)=O)=CC=1.C1CCN2C(=NCCC2)CC1.[Cl:29][C:30]1[CH:31]=[CH:32][C:33]([I:38])=[C:34]([CH:37]=1)[CH2:35]O, predict the reaction product. The product is: [Cl:29][C:30]1[CH:31]=[CH:32][C:33]([I:38])=[C:34]([CH:37]=1)[CH2:35][N:15]=[N+:16]=[N-:17]. (8) Given the reactants C(OC([NH:8][C:9]1([C:22]2[NH:26][C:25]3[CH:27]=[CH:28][C:29]([O:31][C:32]4[CH:37]=[CH:36][C:35]([O:38][CH3:39])=[CH:34][CH:33]=4)=[CH:30][C:24]=3[N:23]=2)[CH2:14][CH2:13][N:12](C(OC(C)(C)C)=O)[CH2:11][CH2:10]1)=O)(C)(C)C.COC1C=CC(OC2C=CC3NC(C4(NC(=O)OC(C)(C)C)CCNCC4)=NC=3C=2)=CC=1.Cl, predict the reaction product. The product is: [CH3:39][O:38][C:35]1[CH:34]=[CH:33][C:32]([O:31][C:29]2[CH:28]=[CH:27][C:25]3[NH:26][C:22]([C:9]4([NH2:8])[CH2:10][CH2:11][NH:12][CH2:13][CH2:14]4)=[N:23][C:24]=3[CH:30]=2)=[CH:37][CH:36]=1. (9) The product is: [Br:1][C:2]1[CH:3]=[CH:4][CH:5]=[C:6]2[C:11]=1[N:10]=[C:9]([NH:23][CH:20]([CH3:22])[CH3:21])[N:8]([C:13]1[CH:14]=[N:15][CH:16]=[CH:17][CH:18]=1)[C:7]2=[O:19]. Given the reactants [Br:1][C:2]1[CH:3]=[CH:4][CH:5]=[C:6]2[C:11]=1[N:10]=[C:9](Cl)[N:8]([C:13]1[CH:14]=[N:15][CH:16]=[CH:17][CH:18]=1)[C:7]2=[O:19].[CH:20]([NH2:23])([CH3:22])[CH3:21], predict the reaction product.